From a dataset of Catalyst prediction with 721,799 reactions and 888 catalyst types from USPTO. Predict which catalyst facilitates the given reaction. (1) Reactant: [H-].[Na+].[N:3]1[CH:8]=[CH:7][CH:6]=[C:5]([N:9]2[CH:18]=[C:12]3[C:13](=[O:17])[NH:14][CH2:15][CH2:16][C:11]3=[N:10]2)[CH:4]=1.I[CH3:20]. Product: [CH3:20][N:14]1[CH2:15][CH2:16][C:11]2=[N:10][N:9]([C:5]3[CH:4]=[N:3][CH:8]=[CH:7][CH:6]=3)[CH:18]=[C:12]2[C:13]1=[O:17]. The catalyst class is: 7. (2) Reactant: [CH2:1]([O:8][C:9](=[O:27])[NH:10][CH2:11][CH2:12][CH2:13][CH2:14][C:15]1[CH:20]=[CH:19][C:18]([O:21][CH2:22][CH2:23][CH2:24][C:25]#[N:26])=[CH:17][CH:16]=1)[C:2]1[CH:7]=[CH:6][CH:5]=[CH:4][CH:3]=1.[N-:28]=[N+:29]=[N-:30].[Na+].[Cl-].[NH4+]. Product: [CH2:1]([O:8][C:9](=[O:27])[NH:10][CH2:11][CH2:12][CH2:13][CH2:14][C:15]1[CH:20]=[CH:19][C:18]([O:21][CH2:22][CH2:23][CH2:24][C:25]2[NH:30][N:29]=[N:28][N:26]=2)=[CH:17][CH:16]=1)[C:2]1[CH:7]=[CH:6][CH:5]=[CH:4][CH:3]=1. The catalyst class is: 3. (3) Reactant: Br[CH2:2][CH2:3][O:4][C:5]1[CH:20]=[CH:19][C:8]([O:9][C:10]2[S:11][C:12]3[CH:18]=[CH:17][CH:16]=[CH:15][C:13]=3[N:14]=2)=[CH:7][CH:6]=1.[C:21]([O:25][C:26]([N:28]1[CH2:33][C@@H:32]2[CH2:34][C@H:29]1[CH2:30][NH:31]2)=[O:27])([CH3:24])([CH3:23])[CH3:22].C(N(C(C)C)CC)(C)C. Product: [C:21]([O:25][C:26]([N:28]1[CH2:33][C@@H:32]2[CH2:34][C@H:29]1[CH2:30][N:31]2[CH2:2][CH2:3][O:4][C:5]1[CH:20]=[CH:19][C:8]([O:9][C:10]2[S:11][C:12]3[CH:18]=[CH:17][CH:16]=[CH:15][C:13]=3[N:14]=2)=[CH:7][CH:6]=1)=[O:27])([CH3:24])([CH3:22])[CH3:23]. The catalyst class is: 23. (4) Reactant: Br[CH2:2][CH2:3][CH2:4][NH:5][C:6](=[O:12])[O:7][C:8]([CH3:11])([CH3:10])[CH3:9].[CH2:13]([SH:15])[CH3:14].C(=O)([O-])[O-].[K+].[K+]. Product: [CH2:13]([S:15][CH2:2][CH2:3][CH2:4][NH:5][C:6](=[O:12])[O:7][C:8]([CH3:11])([CH3:10])[CH3:9])[CH3:14]. The catalyst class is: 9. (5) Reactant: CN(C(ON1N=NC2C=CC=NC1=2)=[N+](C)C)C.F[P-](F)(F)(F)(F)F.[Cl:25][C:26]1[CH:30]=[C:29]([C:31]([NH:33][CH:34]2[CH2:36][CH2:35]2)=[O:32])[NH:28][C:27]=1[C:37]([OH:39])=O.[NH2:40][CH2:41][C:42]1[C:43]([F:59])=[C:44]([O:49][C:50]2[CH:51]=[C:52]([CH:55]=[C:56]([Cl:58])[CH:57]=2)[C:53]#[N:54])[C:45]([Cl:48])=[CH:46][CH:47]=1.CCN(C(C)C)C(C)C. Product: [Cl:25][C:26]1[CH:30]=[C:29]([C:31]([NH:33][CH:34]2[CH2:35][CH2:36]2)=[O:32])[NH:28][C:27]=1[C:37]([NH:40][CH2:41][C:42]1[CH:47]=[CH:46][C:45]([Cl:48])=[C:44]([O:49][C:50]2[CH:51]=[C:52]([C:53]#[N:54])[CH:55]=[C:56]([Cl:58])[CH:57]=2)[C:43]=1[F:59])=[O:39]. The catalyst class is: 3. (6) Reactant: Cl.C12(N)CC3[CH2:7][CH:8]([CH2:10]C(C3)C1)[CH2:9]2.CC[N:15]([CH:19](C)C)C(C)C.[CH3:22][C:23]1([CH3:44])[CH2:28][N:27]([C:29]2[C:34]([Cl:35])=[CH:33][C:32]([Cl:36])=[CH:31][C:30]=2[Cl:37])[S:26](=[O:39])(=[O:38])[N:25]([CH2:40][C:41](O)=[O:42])[CH2:24]1.CCN=C=NCCCN(C)C.[CH:56]1[CH:57]=[CH:58][C:59]2[N:64](O)N=N[C:60]=2[CH:61]=1.CS(C)=[O:68]. Product: [CH3:44][C:23]1([CH3:22])[CH2:28][N:27]([C:29]2[C:30]([Cl:37])=[CH:31][C:32]([Cl:36])=[CH:33][C:34]=2[Cl:35])[S:26](=[O:38])(=[O:39])[N:25]([CH2:40][C:41]([NH:64][CH:59]2[CH:58]3[CH2:57][C:56]4([C:19]([NH2:15])=[O:68])[CH2:10][CH:8]([CH2:7][CH:60]2[CH2:61]4)[CH2:9]3)=[O:42])[CH2:24]1. The catalyst class is: 41. (7) Reactant: [CH3:1][S:2](Cl)(=[O:4])=[O:3].[CH2:6]([S:13][C:14]1[N:19]=[C:18]([NH:20][C@H:21]([CH3:31])[CH2:22][O:23][Si:24]([C:27]([CH3:30])([CH3:29])[CH3:28])([CH3:26])[CH3:25])[CH:17]=[C:16]([NH2:32])[N:15]=1)[C:7]1[CH:12]=[CH:11][CH:10]=[CH:9][CH:8]=1.C(=O)([O-])[O-].[K+].[K+]. Product: [CH2:6]([S:13][C:14]1[N:15]=[C:16]([NH:32][S:2]([CH3:1])(=[O:4])=[O:3])[CH:17]=[C:18]([NH:20][C@H:21]([CH3:31])[CH2:22][O:23][Si:24]([C:27]([CH3:30])([CH3:29])[CH3:28])([CH3:25])[CH3:26])[N:19]=1)[C:7]1[CH:8]=[CH:9][CH:10]=[CH:11][CH:12]=1. The catalyst class is: 61. (8) Reactant: [NH2:1][C:2]1[CH:3]=[C:4]2[C:9](=[CH:10][CH:11]=1)[C:8](=[O:12])[NH:7][C:6](=[O:13])[CH2:5]2.CO[CH:16]1[CH2:20][CH2:19][CH:18](OC)O1.[BH4-].[Na+]. Product: [N:1]1([C:2]2[CH:3]=[C:4]3[C:9](=[CH:10][CH:11]=2)[C:8](=[O:12])[NH:7][C:6](=[O:13])[CH2:5]3)[CH2:16][CH2:20][CH2:19][CH2:18]1. The catalyst class is: 55. (9) Reactant: [F:1][C:2]1[CH:3]=[CH:4][C:5]([C:8]2[CH:13]=[CH:12][CH:11]=[CH:10][CH:9]=2)=[N:6][CH:7]=1.C([Li])CCC.[C:19](=[O:21])=[O:20].CO. Product: [F:1][C:2]1[C:3]([C:19]([OH:21])=[O:20])=[CH:4][C:5]([C:8]2[CH:13]=[CH:12][CH:11]=[CH:10][CH:9]=2)=[N:6][CH:7]=1. The catalyst class is: 7.